This data is from Reaction yield outcomes from USPTO patents with 853,638 reactions. The task is: Predict the reaction yield, written as a fraction of the theoretical maximum amount of product (1.0 means a 100% yield; for example, 0.34 means a 34% yield). (1) The reactants are [Cl:1][C:2]1[CH:7]=[CH:6][C:5]([O:8][CH3:9])=[CH:4][C:3]=1[C:10]1[CH:20]=[C:19]([CH3:21])[C:13]2[N:14]=[C:15]([NH2:18])[N:16]=[N:17][C:12]=2[CH:11]=1.Br[C:23]1[CH:28]=[CH:27][C:26]([S:29]([NH:32][CH2:33][CH2:34][N:35]2[CH2:39][CH2:38][CH2:37][CH2:36]2)(=[O:31])=[O:30])=[CH:25][CH:24]=1.C(=O)([O-])[O-].[Cs+].[Cs+].C1(P(C2C=CC=CC=2)C2C3OC4C(=CC=CC=4P(C4C=CC=CC=4)C4C=CC=CC=4)C(C)(C)C=3C=CC=2)C=CC=CC=1. The catalyst is [Pd].[Pd].C(=CC(C=CC1C=CC=CC=1)=O)C1C=CC=CC=1.C(=CC(C=CC1C=CC=CC=1)=O)C1C=CC=CC=1.C(=CC(C=CC1C=CC=CC=1)=O)C1C=CC=CC=1.C(Cl)Cl. The product is [Cl:1][C:2]1[CH:7]=[CH:6][C:5]([O:8][CH3:9])=[CH:4][C:3]=1[C:10]1[CH:20]=[C:19]([CH3:21])[C:13]2[N:14]=[C:15]([NH:18][C:23]3[CH:28]=[CH:27][C:26]([S:29]([NH:32][CH2:33][CH2:34][N:35]4[CH2:36][CH2:37][CH2:38][CH2:39]4)(=[O:31])=[O:30])=[CH:25][CH:24]=3)[N:16]=[N:17][C:12]=2[CH:11]=1. The yield is 0.950. (2) The reactants are Br[C:2]1[C:3]2[C:4]3[CH:18]=[CH:17][S:16][C:5]=3[C:6](=[O:15])[NH:7][C:8]=2[C:9]([CH3:14])=[CH:10][C:11]=1[O:12][CH3:13].CC1(C)C(C)(C)OB([C:27]2[CH:32]=[CH:31][C:30]([C@@H:33]([CH2:43][CH3:44])[CH2:34][NH:35][C:36](=[O:42])[O:37][C:38]([CH3:41])([CH3:40])[CH3:39])=[CH:29][CH:28]=2)O1. No catalyst specified. The product is [CH3:13][O:12][C:11]1[CH:10]=[C:9]([CH3:14])[C:8]2[NH:7][C:6](=[O:15])[C:5]3[S:16][CH:17]=[CH:18][C:4]=3[C:3]=2[C:2]=1[C:27]1[CH:28]=[CH:29][C:30]([C@@H:33]([CH2:43][CH3:44])[CH2:34][NH:35][C:36](=[O:42])[O:37][C:38]([CH3:39])([CH3:40])[CH3:41])=[CH:31][CH:32]=1. The yield is 0.150. (3) The reactants are [CH:1]1([NH:4][C:5](=[O:43])[NH:6][C:7]2[CH:12]=[CH:11][C:10]([C:13]3[N:14]=[C:15]([N:36]4[CH2:41][CH2:40][O:39][CH2:38][C@@H:37]4[CH3:42])[C:16]4[CH2:21][N:20]([CH2:22][CH:23]5[CH2:28][CH2:27][N:26](C(OC(C)(C)C)=O)[CH2:25][CH2:24]5)[CH2:19][C:17]=4[N:18]=3)=[CH:9][CH:8]=2)[CH2:3][CH2:2]1.Cl.CO. The catalyst is O1CCOCC1. The product is [CH:1]1([NH:4][C:5]([NH:6][C:7]2[CH:8]=[CH:9][C:10]([C:13]3[N:14]=[C:15]([N:36]4[CH2:41][CH2:40][O:39][CH2:38][C@@H:37]4[CH3:42])[C:16]4[CH2:21][N:20]([CH2:22][CH:23]5[CH2:28][CH2:27][NH:26][CH2:25][CH2:24]5)[CH2:19][C:17]=4[N:18]=3)=[CH:11][CH:12]=2)=[O:43])[CH2:3][CH2:2]1. The yield is 0.250. (4) The reactants are [OH:1][CH2:2][CH:3]([NH:11][C:12](=[O:18])[O:13][C:14]([CH3:17])([CH3:16])[CH3:15])[C:4]1[CH:9]=[CH:8][CH:7]=[C:6]([CH3:10])[N:5]=1.[CH3:19][S:20](Cl)(=[O:22])=[O:21].C([O-])(O)=O.[Na+]. The catalyst is C(Cl)Cl. The product is [CH3:19][S:20]([O:1][CH2:2][CH:3]([NH:11][C:12]([O:13][C:14]([CH3:15])([CH3:17])[CH3:16])=[O:18])[C:4]1[CH:9]=[CH:8][CH:7]=[C:6]([CH3:10])[N:5]=1)(=[O:22])=[O:21]. The yield is 1.04. (5) The catalyst is CC#N. The product is [Cl:1][C:2]1[CH:7]=[C:6]([CH2:8][Cl:9])[CH:5]=[CH:4][N:3]=1. The reactants are [Cl:1][C:2]1[CH:7]=[C:6]([CH3:8])[CH:5]=[CH:4][N:3]=1.[Cl:9]N1C(=O)CCC1=O.CC(N=NC(C#N)(C)C)(C#N)C. The yield is 0.790.